Predict the product of the given reaction. From a dataset of Forward reaction prediction with 1.9M reactions from USPTO patents (1976-2016). (1) Given the reactants [CH3:1][S:2][C:3]1[CH:4]=[CH:5][C:6]([NH:9]/[C:10](/[NH:19]C(=O)OC(C)(C)C)=[N:11]/C(=O)OC(C)(C)C)=[N:7][CH:8]=1, predict the reaction product. The product is: [CH3:1][S:2][C:3]1[CH:4]=[CH:5][C:6]([NH:9][C:10]([NH2:19])=[NH:11])=[N:7][CH:8]=1. (2) The product is: [CH:9]1[C:10]2[C:5](=[CH:4][C:3]([CH:1]=[O:14])=[CH:12][CH:11]=2)[CH:6]=[CH:7][N:8]=1. Given the reactants [CH:1]([C:3]1[CH:4]=[C:5]2[C:10](=[CH:11][CH:12]=1)[CH:9]=[N:8][CH:7]=[CH:6]2)=C.C[OH:14], predict the reaction product. (3) Given the reactants [C:1]([OH:12])(=[O:11])[C:2]1[C:3](=[CH:5][C:6](=[CH:8][C:9]=1[CH3:10])[OH:7])[OH:4].[OH-].[Na+:14], predict the reaction product. The product is: [Na+:14].[C:1]([O-:12])(=[O:11])[C:2]1[C:3](=[CH:5][C:6](=[CH:8][C:9]=1[CH3:10])[OH:7])[OH:4]. (4) The product is: [NH:10]([C:12]1[CH:17]=[N:16][CH:15]=[CH:14][N:13]=1)[NH2:11].[F:18][C:19]([F:24])([F:23])[C:20]1[N:13]2[CH:14]=[CH:15][N:16]=[CH:17][C:12]2=[N:10][N:11]=1. Given the reactants ClC1C=NC=CN=1.NN.[NH:10]([C:12]1[CH:17]=[N:16][CH:15]=[CH:14][N:13]=1)[NH2:11].[F:18][C:19]([F:24])([F:23])[C:20](O)=O.[OH-].[NH4+], predict the reaction product. (5) Given the reactants [F:1][C:2]([F:17])([F:16])[C:3]([NH:5][CH2:6][CH2:7][C:8]1[CH:13]=[CH:12][C:11]([Cl:14])=[CH:10][C:9]=1[I:15])=[O:4].C([O-])([O-])=O.[K+].[K+].[CH2:24](Br)[CH:25]=[CH:26][CH3:27], predict the reaction product. The product is: [CH2:24]([N:5]([CH2:6][CH2:7][C:8]1[CH:13]=[CH:12][C:11]([Cl:14])=[CH:10][C:9]=1[I:15])[C:3](=[O:4])[C:2]([F:16])([F:1])[F:17])[CH:25]=[CH:26][CH3:27]. (6) The product is: [Br:1][C:2]1[CH:14]=[C:13]2[C:5]([C:6]3[C:7](=[O:22])[C:8]4[CH:20]=[C:19]([O:21][CH2:48][C@H:46]5[CH2:45][O:44][C:43]([CH3:50])([CH3:42])[O:47]5)[CH:18]=[CH:17][C:9]=4[C:10]([CH3:16])([CH3:15])[C:11]=3[NH:12]2)=[CH:4][CH:3]=1. Given the reactants [Br:1][C:2]1[CH:14]=[C:13]2[C:5]([C:6]3[C:7](=[O:22])[C:8]4[CH:20]=[C:19]([OH:21])[CH:18]=[CH:17][C:9]=4[C:10]([CH3:16])([CH3:15])[C:11]=3[NH:12]2)=[CH:4][CH:3]=1.C1(P(C2C=CC=CC=2)C2C=CC=CC=2)C=CC=CC=1.[CH3:42][C:43]1([CH3:50])[O:47][C@@H:46]([CH2:48]O)[CH2:45][O:44]1.C(OC(N=NC(OC(C)C)=O)=O)(C)C, predict the reaction product.